The task is: Predict which catalyst facilitates the given reaction.. This data is from Catalyst prediction with 721,799 reactions and 888 catalyst types from USPTO. (1) Reactant: [NH2:1][CH2:2][C:3]1[CH:31]=[CH:30][C:6]([C:7]([NH:9][C:10]2[CH:15]=[C:14]([Cl:16])[C:13]([Cl:17])=[CH:12][C:11]=2[N:18]2[CH2:23][CH2:22][N:21]([CH2:24][CH2:25][C:26]([F:29])([F:28])[F:27])[CH2:20][CH2:19]2)=[O:8])=[C:5]([F:32])[C:4]=1[F:33].[C:34](=O)(ON1C(=O)CCC1=O)[O:35]N1C(=O)CCC1=O.[NH:52]1[CH2:57][CH2:56][CH:55]([CH2:58][OH:59])[CH2:54][CH2:53]1. Product: [Cl:17][C:13]1[C:14]([Cl:16])=[CH:15][C:10]([NH:9][C:7]([C:6]2[CH:30]=[CH:31][C:3]([CH2:2][NH:1][C:34]([N:52]3[CH2:57][CH2:56][CH:55]([CH2:58][OH:59])[CH2:54][CH2:53]3)=[O:35])=[C:4]([F:33])[C:5]=2[F:32])=[O:8])=[C:11]([N:18]2[CH2:23][CH2:22][N:21]([CH2:24][CH2:25][C:26]([F:28])([F:29])[F:27])[CH2:20][CH2:19]2)[CH:12]=1. The catalyst class is: 3. (2) Reactant: Cl[CH2:2][C:3]1[N:8]=[C:7](NC2SC=CN=2)[CH:6]=C[CH:4]=1.Cl[C:16]1[C:17](F)=C(C=C[CH:29]=1)C(N1CCNCC1)=O. Product: [CH:16]([N:8]([CH2:7][CH3:6])[CH:3]([CH3:2])[CH3:4])([CH3:17])[CH3:29]. The catalyst class is: 9. (3) Reactant: [Br:1][C:2]1[N:7]2[CH:8]=[C:9]([C:11](OCC)=[O:12])[N:10]=[C:6]2[C:5]([N:16]2[CH2:21][CH2:20][O:19][CH2:18][CH2:17]2)=[N:4][CH:3]=1.O.[NH2:23][NH2:24]. Product: [Br:1][C:2]1[N:7]2[CH:8]=[C:9]([C:11]([NH:23][NH2:24])=[O:12])[N:10]=[C:6]2[C:5]([N:16]2[CH2:21][CH2:20][O:19][CH2:18][CH2:17]2)=[N:4][CH:3]=1. The catalyst class is: 14. (4) Reactant: C(=O)([O-])[O-].[K+].[K+].Br[CH2:8][C:9]([NH:11][C:12]1[C:13]([S:22][CH2:23][CH3:24])=[N:14][C:15]([CH3:21])=[CH:16][C:17]=1[S:18][CH2:19][CH3:20])=[O:10].[SH:25][C:26]1[O:27][C:28]2[CH:34]=[CH:33][CH:32]=[CH:31][C:29]=2[N:30]=1. Product: [O:27]1[C:28]2[CH:34]=[CH:33][CH:32]=[CH:31][C:29]=2[N:30]=[C:26]1[S:25][CH2:8][C:9]([NH:11][C:12]1[C:13]([S:22][CH2:23][CH3:24])=[N:14][C:15]([CH3:21])=[CH:16][C:17]=1[S:18][CH2:19][CH3:20])=[O:10]. The catalyst class is: 10. (5) Reactant: Br[CH2:2][CH2:3][CH2:4][CH2:5][CH2:6][O:7][CH:8]1[CH2:13][CH2:12][N:11]([C:14]([O:16][C:17]([CH3:20])([CH3:19])[CH3:18])=[O:15])[CH2:10][CH2:9]1.[CH3:21][OH:22].C[O-].[Na+]. Product: [CH3:21][O:22][CH2:2][CH2:3][CH2:4][CH2:5][CH2:6][O:7][CH:8]1[CH2:13][CH2:12][N:11]([C:14]([O:16][C:17]([CH3:20])([CH3:19])[CH3:18])=[O:15])[CH2:10][CH2:9]1. The catalyst class is: 5. (6) Reactant: [Li+].CC([N-]C(C)C)C.[Cl:9][C:10]1[CH:15]=[CH:14][CH:13]=[C:12]([C:16]([F:19])([F:18])[F:17])[N:11]=1.[I:20]I. Product: [Cl:9][C:10]1[N:11]=[C:12]([C:16]([F:17])([F:18])[F:19])[C:13]([I:20])=[CH:14][CH:15]=1. The catalyst class is: 1. (7) Reactant: [H-].[Al+3].[Li+].[H-].[H-].[H-].C[O:8][C:9]([C:11]1[C:20]([CH3:21])=[C:19]([CH2:22][C:23]2[CH:28]=[CH:27][C:26]([S:29]([CH2:32][CH3:33])(=[O:31])=[O:30])=[CH:25][CH:24]=2)[C:18]2[C:13](=[CH:14][CH:15]=[C:16]([F:34])[CH:17]=2)[CH:12]=1)=O.C(OCC)(=O)C. Product: [CH2:32]([S:29]([C:26]1[CH:27]=[CH:28][C:23]([CH2:22][C:19]2[C:18]3[C:13](=[CH:14][CH:15]=[C:16]([F:34])[CH:17]=3)[CH:12]=[C:11]([CH2:9][OH:8])[C:20]=2[CH3:21])=[CH:24][CH:25]=1)(=[O:30])=[O:31])[CH3:33]. The catalyst class is: 7. (8) Reactant: [CH:1]1([C:4]([NH:7][C:8]2[C:13]([C:14]#[N:15])=[CH:12][N:11]=[C:10]([S:16][CH3:17])[N:9]=2)([CH3:6])[CH3:5])[CH2:3][CH2:2]1.[OH:18]O.[OH-].[Na+].O. Product: [CH:1]1([C:4]([NH:7][C:8]2[C:13]([C:14]([NH2:15])=[O:18])=[CH:12][N:11]=[C:10]([S:16][CH3:17])[N:9]=2)([CH3:6])[CH3:5])[CH2:3][CH2:2]1. The catalyst class is: 16.